From a dataset of Experimentally validated miRNA-target interactions with 360,000+ pairs, plus equal number of negative samples. Binary Classification. Given a miRNA mature sequence and a target amino acid sequence, predict their likelihood of interaction. (1) The miRNA is hsa-miR-6754-5p with sequence CCAGGGAGGCUGGUUUGGAGGA. The protein sequence of the target gene is MAKPAATAAAASEELSQVPDEELLRWSKEELARRLRRAEGEKVGLMLEHGGLMRDVNRRLQQHLLEIRGLKDVNQRLQDDNQELRELCCFLDDDRQKGRKLAREWQRFGRHAAGAVWHEVARSQQKLRELEARQEALLRENLELKELVLLLDEERAALAATGAASGGGGGGGGAGSRSSIDSQASLSGPLSGGAPGAGARDVGDGSSTSSAGSGGSPDHHHHVPPPLLPPGPHKAPDGKAGATRRSLDDLSAPPHHRSIPNGLHDPSSTYIRQLESKVRLLEGDKLLAQQAGSGEFRTLR.... Result: 1 (interaction). (2) The protein sequence of the target gene is MSAGGAVPPPPNPAVSFPAPRVTLPAGPDILRTYSGAFVCLEIVLGGLVWILVASSNVPLPLLQGWVMFVSVTAFFFSLLFLGLFLSGMVTQIDANWNFLDFVYHFIVFVFYFGAFLLEAAATSLHDLQCNTTMTVKPLLNDNQYNINVAATVFAFMTTACYGCSLGLALRRWRP. Result: 0 (no interaction). The miRNA is hsa-miR-4804-3p with sequence UGCUUAACCUUGCCCUCGAAA. (3) The protein sequence of the target gene is MAGPGSLCCASRGASALLATALLYAALGDVVRSEQQIPLSVVKLWASAFGGEIKSIAAKYSGSQLLQKKYKEYEKDVAIEEIDGLQLVKKLAKIMEEMFHKKSEAVRRLVEAAEEAHLKHEFDADLQYEYFNAVLINERDKDGNFLELGKEFILAPNDHFNNLPVNISLSDVQVPTNMYNKDPAIVNGVYWSESLNKVFVDNFDRDPSLIWQYFGSAKGFFRQYPGIKWEPDENGVIAFDCRNRKWYIQAATSPKDVVILVDVSGSMKGLRLTIAKQTVSSILDTLGDDDFFNIITYNEE.... Result: 0 (no interaction). The miRNA is hsa-miR-6805-3p with sequence UUGCUCUGCUCCCCCGCCCCCAG. (4) The miRNA is hsa-miR-32-5p with sequence UAUUGCACAUUACUAAGUUGCA. The protein sequence of the target gene is MVHQVLYRALVSTKWLAESIRTGKLGPGLRVLDASWYSPGTREARKEYLERHVPGASFFDIEECRDTASPYEMMLPSEAGFAEYVGRLGISNHTHVVVYDGEHLGSFYAPRVWWMFRVFGHRTVSVLNGGFRNWLKEGHPVTSEPSRPEPAVFKATLDRSLLKTYEQVLENLESKRFQLVDSRSQGRFLGTEPEPDAVGLDSGHIRGAVNMPFMDFLTEDGFEKGPEELRALFQTKKVDLSQPLIATCRKGVTACHVALAAYLCGKPDVAVYDGSWSEWFRRAPPESRVSQGKSEKA. Result: 0 (no interaction). (5) The miRNA is hsa-miR-6072 with sequence UCCUCAUCACACUGCACCUUAG. The protein sequence of the target gene is MKLTRKMVLTRAKASELHSVRKLNCWGSRLTDISICQEMPSLEVITLSVNSISTLEPVSRCQRLSELYLRRNRIPSLAELFYLKGLPRLRVLWLAENPCCGTSPHRYRMTVLRTLPRLQKLDNQAVTEEELSRALSEGEEITAAPEREGTGHGGPKLCCTLSSLSSAAETGRDPLDSEEEATSGAQDERGLKPPSRGQFPSLSARDASSSHRGRNVLTAILLLLRELDAEGLEAVQQTVGSRLQALRGEEVQEHAE. Result: 1 (interaction).